Dataset: Human Reference Interactome with 51,813 positive PPI pairs across 8,248 proteins, plus equal number of experimentally-validated negative pairs. Task: Binary Classification. Given two protein amino acid sequences, predict whether they physically interact or not. (1) Protein 1 (ENSG00000163444) has sequence MARGPGPLGRPRPDTVAMPKRGKRLKFRAHDACSGRVTVADYANSDPAVVRSGRVKKAVANAVQQEVKSLCGLEASQVPAEEALSGAGEPCDIIDSSDEMDAQEESIHERTVSRKKKSKRHKEELDGAGGEEYPMDIWLLLASYIRPEDIVNFSLICKNAWTVTCTAAFWTRLYRRHYTLDASLPLRLRPESMEKLRCLRACVIRSLYHMYEPFAARISKNPAIPESTPSTLKNSKCLLFWCRKIVGNRQEPMWEFNFKFKKQSPRLKSKCTGGLQPPVQYEDVHTNPDQDCCLLQVTTL.... Protein 2 (ENSG00000230124) has sequence MASSFLPAGAITGDSGGELSSGDDSGEVEFPHSPEIEETSCLAELFEKAAAHLQGLIQVASREQLLYLYARYKQVKVGNCNTPKPSFFDFEGKQKWEAWKALGDSSPSQAMQEYIAVVKKLDPGWNPQIPEKKGKEANTGFGGPVISSLYHEETIREEDKNIFDYCRENNIDHITKAIKSKNVDVNVKDEEGRALLHWACDRGHKELVTVLLQHRADINCQDNEGQTALHYASACEFLDIVELLLQSGADPTLRDQDGCLPEEVTGCKTVSLVLQRHTTGKA*MASSFLPAGAITGDSGG.... Result: 0 (the proteins do not interact). (2) Protein 1 (ENSG00000172461) has sequence MTSTSKGILRPFLIVCIILGCFMACLLIYIKPTNSWIFSPMESASSVLKMKNFFSTKTDYFNETTILVWVWPFGQTFDLTSCQAMFNIQGCHLTTDRSLYNKSHAVLIHHRDISWDLTNLPQQARPPFQKWIWMNLESPTHTPQKSGIEHLFNLTLTYRRDSDIQVPYGFLTVSTNPFVFEVPSKEKLVCWVVSNWNPEHARVKYYNELSKSIEIHTYGQAFGEYVNDKNLIPTISTCKFYLSFENSIHKDYITEKLYNAFLAGSVPVVLGPSRENYENYIPADSFIHVEDYNSPSELAK.... Protein 2 (ENSG00000163235) has sequence MVPSAGQLALFALGIVLAACQALENSTSPLSADPPVAAAVVSHFNDCPDSHTQFCFHGTCRFLVQEDKPACVCHSGYVGARCEHADLLAVVAASQKKQAITALVVVSIVALAVLIITCVLIHCCQVRKHCEWCRALICRHEKPSALLKGRTACCHSETVV*MVPSAGQLALFALGIVLAACQALENSTSPLSDPPVAAAVVSHFNDCPDSHTQFCFHGTCRFLVQEDKPACVCHSGYVGARCEHADLLAVVAASQKKQAITALVVVSIVALAVLIITCVLIHCCQVRKHCEWCRALICRH.... Result: 0 (the proteins do not interact). (3) Protein 1 (ENSG00000178896) has sequence MAGLELLSDQGYRVDGRRAGELRKIQARMGVFAQADGSAYIEQGNTKALAVVYGPHEIRGSRARALPDRALVNCQYSSATFSTGERKRRPHGDRKSCEMGLQLRQTFEAAILTQLHPRSQIDIYVQVLQADGGTYAACVNAATLAVLDAGIPMRDFVCACSAGFVDGTALADLSHVEEAAGGPQLALALLPASGQIALLEMDARLHEDHLERVLEAAAQAARDVHTLLDRVVRQHVREASILLGD*MFVNLGWQGMGQGWTQGSQLKGARGRHMQDRERKTGGFVLEVTQLPLAEALKVE.... Protein 2 (ENSG00000142459) has sequence MASPTLSPDSSSQEALSAPTCSPTSDSENLSPDELELLAKLEEQNRLLEADSKSMRSMNGSRRNSGSSLVSSSSASSNLSHLEEDTWILWGRIANEWEEWRRRKEKLLKELIRKGIPHHFRAIVWQLLCSATDMPVKNQYSELLKMSSPCEKLIRRDIARTYPEHEFFKGQDSLGQEVLFNVMKAYSLVDREVGYCQGSAFIVGLLLMQMPEEEAFCVFVRLMQEYRLRELFKPSMAELGLCIYQFEYMLQEQLPDLNTHFRSQSFHTSMYASSWFLTLFLTTFPLPVATRVFDIFMYEG.... Result: 0 (the proteins do not interact). (4) Protein 1 (ENSG00000105619) has sequence MELEQREGTMAAVGFEEFSAPPGSELALPPLFGGHILESELETEVEFVSGGLGGSGLRERDEEEEAARGRRRRQRELNRRKYQALGRRCREIEQVNERVLNRLHQVQRITRRLQQERRFLMRVLDSYGDDYRASQFTIVLEAMRRMSLQRKRHCPRPEGLLHPQNPAAQPPVRGPVGGRGGECHGMDAEQEMR*MELEQREGTMAAVGFEEFSAPPGSELALPPLFGGHILESELETEVEFVSGGLGGSGLRERDEEEEAARGRRRRQRELNRRKYQALGRRCREIEQVPHESAGLLRG*.... Protein 2 (ENSG00000070985) has sequence MQDVQGPRPGSPGDAEDRRELGLHRGEVNFGGSGKKRGKFVRVPSGVAPSVLFDLLLAEWHLPAPNLVVSLVGEEQPFAMKSWLRDVLRKGLVKAAQSTGAWILTSALRVGLARHVGQAVRDHSLASTSTKVRVVAVGMASLGRVLHRRILEEAQEDFPVHYPEDDGGSQGPLCSLDSNLSHFILVEPGPPGKGDGLTELRLRLEKHISEQRAGYGGTGSIEIPVLCLLVNGDPNTLERISRAVEQAAPWLILVGSGGIADVLAALVNQPHLLVPKVAEKQFKEKFPSKHFSWEDIVRWT.... Result: 0 (the proteins do not interact). (5) Protein 1 (ENSG00000142875) has sequence MGNAATAKKGSEVESVKEFLAKAKEDFLKKWENPTQNNAGLEDFERKKTLGTGSFGRVMLVKHKATEQYYAMKILDKQKVVKLKQIEHTLNEKRILQAVNFPFLVRLEYAFKDNSNLYMVMEYVPGGEMFSHLRRIGRFSEPHARFYAAQIVLTFEYLHSLDLIYRDLKPENLLIDHQGYIQVTDFGFAKRVKGRTWTLCGTPEYLAPEIILSKGYNKAVDWWALGVLIYEMAAGYPPFFADQPIQIYEKIVSGKNF*MGNAATAKKGSEVESVKEFLAKAKEDFLKKWENPTQNNAGLE.... Protein 2 (ENSG00000171033) has sequence MTDVETTYADFIASGRTGRRNAIHDILVSSASGNSNELALKLAGLDINKTEGEEDAQRSSTEQSGEAQGEAAKSES*. Result: 1 (the proteins interact).